This data is from Catalyst prediction with 721,799 reactions and 888 catalyst types from USPTO. The task is: Predict which catalyst facilitates the given reaction. (1) Reactant: C([O:4][C:5]1[CH:19]=[CH:18][C:8]([O:9][C:10]([CH3:17])([CH3:16])[C:11]([O:13][CH2:14][CH3:15])=[O:12])=[C:7]([CH3:20])[CH:6]=1)(=O)C.[O-]CC.[Na+].Cl. Product: [OH:4][C:5]1[CH:19]=[CH:18][C:8]([O:9][C:10]([CH3:17])([CH3:16])[C:11]([O:13][CH2:14][CH3:15])=[O:12])=[C:7]([CH3:20])[CH:6]=1. The catalyst class is: 8. (2) Reactant: [Br:1][C:2]1[CH:3]=[CH:4][C:5]([F:13])=[C:6]([CH:8]([OH:12])[C:9]([CH3:11])=[CH2:10])[CH:7]=1.C1COCC1.CC([O-])=O.[Na+].C([O-])([O-])=O.[K+].[K+]. Product: [Br:1][C:2]1[CH:3]=[CH:4][C:5]([F:13])=[C:6]([CH:8]([OH:12])[CH:9]([CH3:10])[CH3:11])[CH:7]=1. The catalyst class is: 6. (3) Reactant: [C:1]([NH:4][C:5](=[CH:10][C:11]1[CH:16]=[CH:15][C:14]([C:17]#[N:18])=[CH:13][C:12]=1[O:19][CH2:20][CH2:21][NH:22]C(OC(C)(C)C)=O)[C:6]([O:8][CH3:9])=[O:7])(=[O:3])[CH3:2].[ClH:30]. The catalyst class is: 12. Product: [ClH:30].[C:1]([NH:4][C:5](=[CH:10][C:11]1[CH:16]=[CH:15][C:14]([C:17]#[N:18])=[CH:13][C:12]=1[O:19][CH2:20][CH2:21][NH2:22])[C:6]([O:8][CH3:9])=[O:7])(=[O:3])[CH3:2]. (4) Reactant: C([O:8][N:9]1[C:15](=[O:16])[N:14]2[CH2:17][C@H:10]1[CH2:11][CH2:12][C@@H:13]2[C:18]([NH:20][NH:21][C:22]([C:24]1[CH:29]=[CH:28][CH:27]=[CH:26][CH:25]=1)=[O:23])=[O:19])C1C=CC=CC=1.[H][H]. Product: [OH:8][N:9]1[C:15](=[O:16])[N:14]2[CH2:17][C@H:10]1[CH2:11][CH2:12][C@@H:13]2[C:18]([NH:20][NH:21][C:22]([C:24]1[CH:29]=[CH:28][CH:27]=[CH:26][CH:25]=1)=[O:23])=[O:19]. The catalyst class is: 19. (5) Reactant: [CH:1]1([NH:5][S:6]([C:9]2[CH:10]=[C:11]3[C:16](=[CH:17][CH:18]=2)[NH:15][CH:14]([C:19]2[CH:24]=[C:23]([F:25])[CH:22]=[C:21](Br)[CH:20]=2)[CH2:13][C:12]3([CH3:28])[CH3:27])(=[O:8])=[O:7])[CH2:4][CH2:3][CH2:2]1.[NH2:29][C:30]([CH3:35])([CH3:34])[C:31]([OH:33])=[O:32].C(=O)([O-])[O-].[K+].[K+]. Product: [CH:1]1([NH:5][S:6]([C:9]2[CH:10]=[C:11]3[C:16](=[CH:17][CH:18]=2)[NH:15][CH:14]([C:19]2[CH:20]=[C:21]([NH:29][C:30]([CH3:35])([CH3:34])[C:31]([OH:33])=[O:32])[CH:22]=[C:23]([F:25])[CH:24]=2)[CH2:13][C:12]3([CH3:28])[CH3:27])(=[O:8])=[O:7])[CH2:4][CH2:3][CH2:2]1. The catalyst class is: 156. (6) Reactant: [NH2:1][O:2][CH2:3][CH2:4][CH2:5][N:6]1[C:18]2[C:17]3[CH:16]=[CH:15][CH:14]=[CH:13][C:12]=3[N:11]=[C:10]([NH2:19])[C:9]=2[N:8]=[C:7]1[CH2:20][CH2:21][CH3:22].[CH3:23][C:24]([CH3:26])=O. Product: [NH2:19][C:10]1[C:9]2[N:8]=[C:7]([CH2:20][CH2:21][CH3:22])[N:6]([CH2:5][CH2:4][CH2:3][O:2][N:1]=[C:24]([CH3:26])[CH3:23])[C:18]=2[C:17]2[CH:16]=[CH:15][CH:14]=[CH:13][C:12]=2[N:11]=1. The catalyst class is: 5.